Dataset: Catalyst prediction with 721,799 reactions and 888 catalyst types from USPTO. Task: Predict which catalyst facilitates the given reaction. Reactant: [F:1][C:2]([F:38])([C:19]1[CH:24]=[CH:23][C:22]([NH:25][C:26]2[CH:31]=[CH:30][C:29]([N+:32]([O-:34])=[O:33])=[CH:28][C:27]=2[N+:35]([O-:37])=[O:36])=[CH:21][CH:20]=1)[C:3]([F:18])([F:17])[C:4]([F:16])([F:15])[C:5]([F:14])([F:13])[C:6]([F:12])([F:11])[C:7]([F:10])([F:9])[F:8].C(=O)([O-])[O-].[K+].[K+].[CH2:45](Br)[CH:46]=[CH2:47]. Product: [CH2:47]([N:25]([C:22]1[CH:23]=[CH:24][C:19]([C:2]([F:38])([F:1])[C:3]([F:18])([F:17])[C:4]([F:15])([F:16])[C:5]([F:13])([F:14])[C:6]([F:12])([F:11])[C:7]([F:10])([F:9])[F:8])=[CH:20][CH:21]=1)[C:26]1[CH:31]=[CH:30][C:29]([N+:32]([O-:34])=[O:33])=[CH:28][C:27]=1[N+:35]([O-:37])=[O:36])[CH:46]=[CH2:45]. The catalyst class is: 37.